This data is from Retrosynthesis with 50K atom-mapped reactions and 10 reaction types from USPTO. The task is: Predict the reactants needed to synthesize the given product. (1) The reactants are: NC1CCCCC1.O=C(O)Cc1cccc(CC(=O)O)c1. Given the product O=C(O)Cc1cccc(CC(=O)NC2CCCCC2)c1, predict the reactants needed to synthesize it. (2) Given the product Fc1ccc(-c2n[nH]cc2-c2ccnc(Nc3ccccc3F)n2)cc1, predict the reactants needed to synthesize it. The reactants are: Fc1ccc(-c2n[nH]cc2-c2ccnc(Cl)n2)cc1.Nc1ccccc1F.